From a dataset of Aqueous solubility values for 9,982 compounds from the AqSolDB database. Regression/Classification. Given a drug SMILES string, predict its absorption, distribution, metabolism, or excretion properties. Task type varies by dataset: regression for continuous measurements (e.g., permeability, clearance, half-life) or binary classification for categorical outcomes (e.g., BBB penetration, CYP inhibition). For this dataset (solubility_aqsoldb), we predict Y. (1) The compound is CCCCC(CC)COCC(O)CO. The Y is -2.06 log mol/L. (2) The drug is CCCC[Sn](CCCC)(CCCC)O[Sn](CCCC)(CCCC)CCCC. The Y is -3.92 log mol/L. (3) The drug is CCC1(CC)NC(=O)C(CC)(CC)NC1=O. The Y is -2.31 log mol/L. (4) The Y is -2.72 log mol/L. The molecule is CCC(C)(CCC(C)C)C(=O)[O-].CCC(C)(CCC(C)C)C(=O)[O-].[Co+2]. (5) The Y is -1.86 log mol/L. The drug is NN=c1nc[nH]c2nccnc12. (6) The drug is O=C(O)c1cccc2ccccc12. The Y is -3.30 log mol/L. (7) The compound is CC1CCCCN1CCCOC(=O)c1ccc(Cl)c(Cl)c1. The Y is -4.22 log mol/L.